This data is from Forward reaction prediction with 1.9M reactions from USPTO patents (1976-2016). The task is: Predict the product of the given reaction. (1) Given the reactants [CH3:1][S:2](Cl)(=[O:4])=[O:3].C(N(CC)C(C)C)(C)C.[NH2:15][CH:16]1[CH2:19][N:18]([C:20]([C:22]2[N:23]=[C:24]3[C:29]([C:30]([F:33])([F:32])[F:31])=[CH:28][C:27]([C:34]4[CH:38]=[CH:37][O:36][CH:35]=4)=[CH:26][N:25]3[CH:39]=2)=[O:21])[CH2:17]1.O, predict the reaction product. The product is: [O:36]1[CH:37]=[CH:38][C:34]([C:27]2[CH:28]=[C:29]([C:30]([F:31])([F:33])[F:32])[C:24]3[N:25]([CH:39]=[C:22]([C:20]([N:18]4[CH2:17][CH:16]([NH:15][S:2]([CH3:1])(=[O:4])=[O:3])[CH2:19]4)=[O:21])[N:23]=3)[CH:26]=2)=[CH:35]1. (2) Given the reactants [Cl:1][C:2]1[C:3]([C:9]2[CH2:12][CH2:11][C:10]=2[NH:13][C:14](=[O:25])[C:15]2[CH:20]=[CH:19][CH:18]=[CH:17][C:16]=2[C:21]([F:24])([F:23])[F:22])=[N:4][CH:5]=[C:6]([Cl:8])[CH:7]=1, predict the reaction product. The product is: [Cl:1][C:2]1[C:3]([C@H:9]2[CH2:12][CH2:11][C@H:10]2[NH:13][C:14](=[O:25])[C:15]2[CH:20]=[CH:19][CH:18]=[CH:17][C:16]=2[C:21]([F:23])([F:24])[F:22])=[N:4][CH:5]=[C:6]([Cl:8])[CH:7]=1. (3) Given the reactants [C:1]1([CH3:24])[CH:6]=[CH:5][C:4]([S:7]([O:10][CH2:11][C@@H:12]([CH2:22][CH3:23])[CH2:13][O:14]CC2C=CC=CC=2)(=[O:9])=[O:8])=[CH:3][CH:2]=1, predict the reaction product. The product is: [C:1]1([CH3:24])[CH:2]=[CH:3][C:4]([S:7]([O:10][CH2:11][C@@H:12]([CH2:22][CH3:23])[CH2:13][OH:14])(=[O:8])=[O:9])=[CH:5][CH:6]=1. (4) Given the reactants FC(F)(F)S([O:6][Si:7]([CH:14]([CH3:16])[CH3:15])([CH:11]([CH3:13])[CH3:12])[CH:8]([CH3:10])[CH3:9])(=O)=O.[F:19][C:20]1[CH:21]=[CH:22][C:23]2[N:24]([C:26]([N:29]3[CH2:34][CH2:33][C:32]([CH3:36])(O)[CH2:31][CH2:30]3)=[N:27][N:28]=2)[CH:25]=1.CCN(CC)CC, predict the reaction product. The product is: [F:19][C:20]1[CH:21]=[CH:22][C:23]2[N:24]([C:26]([N:29]3[CH2:34][CH2:33][C:32]([CH3:36])([O:6][Si:7]([CH:8]([CH3:9])[CH3:10])([CH:11]([CH3:12])[CH3:13])[CH:14]([CH3:15])[CH3:16])[CH2:31][CH2:30]3)=[N:27][N:28]=2)[CH:25]=1. (5) Given the reactants COC1C=CC(C[N:10]2[C:14]([C:15]([F:18])([F:17])[F:16])=[C:13]([C:19]3[CH:24]=[CH:23][N:22]=[C:21]([C:25]4[N:26]=[CH:27][N:28]([C@@H:30]5[CH2:35][CH2:34][CH2:33][NH:32][CH2:31]5)[CH:29]=4)[CH:20]=3)[N:12]=[N:11]2)=CC=1.[C:36](Cl)(=[O:43])[C:37]1[CH:42]=[CH:41][CH:40]=[CH:39][CH:38]=1, predict the reaction product. The product is: [C:36]([N:32]1[CH2:33][CH2:34][CH2:35][C@@H:30]([N:28]2[CH:29]=[C:25]([C:21]3[CH:20]=[C:19]([C:13]4[N:12]=[N:11][NH:10][C:14]=4[C:15]([F:17])([F:16])[F:18])[CH:24]=[CH:23][N:22]=3)[N:26]=[CH:27]2)[CH2:31]1)(=[O:43])[C:37]1[CH:42]=[CH:41][CH:40]=[CH:39][CH:38]=1. (6) Given the reactants [C:1](Cl)(=[O:5])/[CH:2]=[CH:3]/[CH3:4].[F:7][C:8]([F:20])([F:19])[C:9]1[CH:10]=[C:11]2[C:15](=[CH:16][CH:17]=1)[NH:14][N:13]=[C:12]2[NH2:18], predict the reaction product. The product is: [F:20][C:8]([F:7])([F:19])[C:9]1[CH:10]=[C:11]2[C:15](=[CH:16][CH:17]=1)[NH:14][N:13]=[C:12]2[NH:18][C:1](=[O:5])[CH:2]=[CH:3][CH3:4]. (7) Given the reactants C1(P(C2CCCCC2)C2C=CC=CC=2C2C=CC=CC=2)CCCCC1.CN(C)C(=O)C.Br[C:33]1[C:34]([NH:40][C:41]2[CH:46]=[C:45]([Cl:47])[CH:44]=[CH:43][C:42]=2[O:48][CH3:49])=[N:35][CH:36]=[C:37]([CH3:39])[CH:38]=1.C1CCN2C(=NCCC2)CC1, predict the reaction product. The product is: [Cl:47][C:45]1[CH:44]=[CH:43][C:42]([O:48][CH3:49])=[C:41]2[C:46]=1[C:33]1[CH:38]=[C:37]([CH3:39])[CH:36]=[N:35][C:34]=1[NH:40]2.